This data is from NCI-60 drug combinations with 297,098 pairs across 59 cell lines. The task is: Regression. Given two drug SMILES strings and cell line genomic features, predict the synergy score measuring deviation from expected non-interaction effect. (1) Drug 1: CC(CN1CC(=O)NC(=O)C1)N2CC(=O)NC(=O)C2. Drug 2: CS(=O)(=O)OCCCCOS(=O)(=O)C. Cell line: BT-549. Synergy scores: CSS=10.9, Synergy_ZIP=0.462, Synergy_Bliss=5.43, Synergy_Loewe=3.66, Synergy_HSA=5.98. (2) Drug 1: C1=CC(=CC=C1C#N)C(C2=CC=C(C=C2)C#N)N3C=NC=N3. Drug 2: CC1CCC2CC(C(=CC=CC=CC(CC(C(=O)C(C(C(=CC(C(=O)CC(OC(=O)C3CCCCN3C(=O)C(=O)C1(O2)O)C(C)CC4CCC(C(C4)OC)O)C)C)O)OC)C)C)C)OC. Cell line: SW-620. Synergy scores: CSS=0.0465, Synergy_ZIP=0.998, Synergy_Bliss=0.155, Synergy_Loewe=-5.09, Synergy_HSA=-2.88.